Dataset: Peptide-MHC class I binding affinity with 185,985 pairs from IEDB/IMGT. Task: Regression. Given a peptide amino acid sequence and an MHC pseudo amino acid sequence, predict their binding affinity value. This is MHC class I binding data. The peptide sequence is YYSNKAYQY. The MHC is HLA-A29:02 with pseudo-sequence HLA-A29:02. The binding affinity (normalized) is 1.00.